Dataset: Reaction yield outcomes from USPTO patents with 853,638 reactions. Task: Predict the reaction yield, written as a fraction of the theoretical maximum amount of product (1.0 means a 100% yield; for example, 0.34 means a 34% yield). (1) The reactants are [CH3:1][N:2]1[C:6]([C:7](=[N:14][O:15][CH2:16][C:17]2[N:22]=[C:21]([NH2:23])[CH:20]=[CH:19][CH:18]=2)[C:8]2[CH:13]=[CH:12][CH:11]=[CH:10][CH:9]=2)=[N:5][N:4]=[N:3]1.N1C=CC=CC=1.[C:30](=[O:37])(Cl)[S:31][CH2:32][CH2:33][CH2:34][CH3:35]. The catalyst is ClCCl. The product is [CH3:1][N:2]1[C:6]([C:7](=[N:14][O:15][CH2:16][C:17]2[N:22]=[C:21]([NH:23][C:30](=[O:37])[S:31][CH2:32][CH2:33][CH2:34][CH3:35])[CH:20]=[CH:19][CH:18]=2)[C:8]2[CH:9]=[CH:10][CH:11]=[CH:12][CH:13]=2)=[N:5][N:4]=[N:3]1. The yield is 0.380. (2) The reactants are C[O:2][C:3]1[CH:4]=[C:5]([CH:44]=[CH:45][CH:46]=1)[CH2:6][C:7]1[C:15]2[C:14]([NH:16][C@H:17]([C:19]3[N:24]([C:25]4[CH:30]=[CH:29][CH:28]=[CH:27][CH:26]=4)[C:23](=[O:31])[C:22]4=[C:32]([CH3:35])[CH:33]=[CH:34][N:21]4[N:20]=3)[CH3:18])=[N:13][CH:12]=[N:11][C:10]=2[N:9](COCC[Si](C)(C)C)[CH:8]=1.B(Br)(Br)Br.N. No catalyst specified. The product is [OH:2][C:3]1[CH:4]=[C:5]([CH:44]=[CH:45][CH:46]=1)[CH2:6][C:7]1[C:15]2[C:14]([NH:16][C@H:17]([C:19]3[N:24]([C:25]4[CH:30]=[CH:29][CH:28]=[CH:27][CH:26]=4)[C:23](=[O:31])[C:22]4=[C:32]([CH3:35])[CH:33]=[CH:34][N:21]4[N:20]=3)[CH3:18])=[N:13][CH:12]=[N:11][C:10]=2[NH:9][CH:8]=1. The yield is 0.750.